From a dataset of Caco-2 cell permeability data measuring drug intestinal absorption for ~900 compounds. Regression/Classification. Given a drug SMILES string, predict its absorption, distribution, metabolism, or excretion properties. Task type varies by dataset: regression for continuous measurements (e.g., permeability, clearance, half-life) or binary classification for categorical outcomes (e.g., BBB penetration, CYP inhibition). For this dataset (caco2_wang), we predict Y. (1) The compound is O=C(CS)NCCCCCC(=O)Nc1cccc2cccnc12. The Y is -4.85 log Papp (cm/s). (2) The drug is C[C@@H]1NC(=O)[C@@H](C)NC(=O)[C@@H](C)NC(=O)[C@H](C)N(C)C(=O)[C@H](C)NC(=O)[C@@H](C)NC1=O. The Y is -5.82 log Papp (cm/s). (3) The molecule is COCCOCCOCC(=O)Nc1ccc(S(=O)(=O)Nc2nncs2)cc1. The Y is -6.24 log Papp (cm/s). (4) The compound is CNC(=O)[C@H](NC(=O)[C@](O)(Cc1ccccc1)CN(Cc1ccc(Br)cc1)NC(=O)[C@H](CC(=O)OC)C(C)(C)C)C(C)(C)C. The Y is -5.60 log Papp (cm/s). (5) The drug is C[C@@H]1NC(=O)[C@@H](C)N(C)C(=O)[C@@H](C)N(C)C(=O)[C@H](C)NC(=O)[C@H](C)N(C)C(=O)[C@@H](C)NC1=O. The Y is -5.82 log Papp (cm/s). (6) The drug is O=C(NC1(C(=O)N[C@H](Cc2ccccc2)C(=O)NCCCN2CCC(O)CC2)CCCC1)c1cc2ccccc2s1. The Y is -5.85 log Papp (cm/s).